From a dataset of Full USPTO retrosynthesis dataset with 1.9M reactions from patents (1976-2016). Predict the reactants needed to synthesize the given product. (1) Given the product [CH3:28][C:10]1([CH3:29])[CH2:9][C:8]2[C:13](=[CH:14][CH:15]=[C:6]([C:4]([OH:5])=[O:3])[CH:7]=2)[NH:12][CH:11]1[C:16]1[CH:21]=[CH:20][C:19]([N:22]2[CH2:27][CH2:26][O:25][CH2:24][CH2:23]2)=[CH:18][CH:17]=1, predict the reactants needed to synthesize it. The reactants are: C([O:3][C:4]([C:6]1[CH:7]=[C:8]2[C:13](=[CH:14][CH:15]=1)[NH:12][CH:11]([C:16]1[CH:21]=[CH:20][C:19]([N:22]3[CH2:27][CH2:26][O:25][CH2:24][CH2:23]3)=[CH:18][CH:17]=1)[C:10]([CH3:29])([CH3:28])[CH2:9]2)=[O:5])C.O.[OH-].[Li+].O.Cl. (2) Given the product [C:1]1([CH2:7][O:8][C:9]2[CH:10]=[C:11]([CH2:15][C:16]([Cl:50])=[O:18])[CH:12]=[CH:13][CH:14]=2)[CH:6]=[CH:5][CH:4]=[CH:3][CH:2]=1, predict the reactants needed to synthesize it. The reactants are: [C:1]1([CH2:7][O:8][C:9]2[CH:10]=[C:11]([CH2:15][C:16]([O:18]CC3C=CC=CC=3)=O)[CH:12]=[CH:13][CH:14]=2)[CH:6]=[CH:5][CH:4]=[CH:3][CH:2]=1.O.[OH-].[Li+].C1(COC2C=C(CC(O)=O)C=CC=2)C=CC=CC=1.C(Cl)(=O)C([Cl:50])=O.